Dataset: Catalyst prediction with 721,799 reactions and 888 catalyst types from USPTO. Task: Predict which catalyst facilitates the given reaction. (1) Reactant: [CH3:1][C@H:2]1[CH2:7][NH:6][CH:5]([C:8]([F:11])([F:10])[F:9])[CH2:4][NH:3]1.CC(N(C)C)=O.CCN(C(C)C)C(C)C.Br[CH2:28][C:29]1[CH:38]=[C:37]2[C:32]([C:33]([C:41]3[CH:46]=[CH:45][C:44]([F:47])=[CH:43][CH:42]=3)=[CH:34][C:35]([C:39]#[N:40])=[N:36]2)=[CH:31][CH:30]=1. Product: [F:47][C:44]1[CH:45]=[CH:46][C:41]([C:33]2[C:32]3[C:37](=[CH:38][C:29]([CH2:28][N:3]4[CH2:4][CH:5]([C:8]([F:11])([F:9])[F:10])[NH:6][CH2:7][C@@H:2]4[CH3:1])=[CH:30][CH:31]=3)[N:36]=[C:35]([C:39]#[N:40])[CH:34]=2)=[CH:42][CH:43]=1. The catalyst class is: 25. (2) Reactant: Cl[CH2:2][CH2:3][CH2:4][O:5][C:6]1[CH:15]=[C:14]2[C:9]([C:10]([NH:18][C:19]3[CH:24]=[C:23]([O:25][CH3:26])[C:22]([Cl:27])=[CH:21][C:20]=3[Cl:28])=[C:11]([C:16]#[N:17])[CH:12]=[N:13]2)=[CH:8][C:7]=1[O:29][CH3:30].[N:31]1([CH:37]2[CH2:42][CH2:41][NH:40][CH2:39][CH2:38]2)[CH2:36][CH2:35][CH2:34][CH2:33][CH2:32]1. Product: [N:31]1([CH:37]2[CH2:42][CH2:41][N:40]([CH2:2][CH2:3][CH2:4][O:5][C:6]3[CH:15]=[C:14]4[C:9]([C:10]([NH:18][C:19]5[CH:24]=[C:23]([O:25][CH3:26])[C:22]([Cl:27])=[CH:21][C:20]=5[Cl:28])=[C:11]([C:16]#[N:17])[CH:12]=[N:13]4)=[CH:8][C:7]=3[O:29][CH3:30])[CH2:39][CH2:38]2)[CH2:36][CH2:35][CH2:34][CH2:33][CH2:32]1. The catalyst class is: 57. (3) Reactant: F[C:2]1[CH:9]=[C:8]([N+:10]([O-:12])=[O:11])[CH:7]=[CH:6][C:3]=1[C:4]#[N:5].[NH2:13][NH2:14]. Product: [NH2:5][C:4]1[C:3]2[C:2](=[CH:9][C:8]([N+:10]([O-:12])=[O:11])=[CH:7][CH:6]=2)[NH:14][N:13]=1. The catalyst class is: 32. (4) Reactant: [H-].[Na+].[C:3]([O:7][C:8]([N:10]1[CH2:16][CH2:15][CH2:14][N:13]([C:17]2[N:25]([CH2:26][C:27]3[CH:32]=[CH:31][CH:30]=[CH:29][CH:28]=3)[C:24]3[C:23](=[O:33])[NH:22][C:21](=[O:34])[N:20]([CH3:35])[C:19]=3[C:18]=2[C:36]#[N:37])[CH2:12][CH2:11]1)=[O:9])([CH3:6])([CH3:5])[CH3:4].[CH3:38][Si:39]([CH3:46])([CH3:45])[CH2:40][CH2:41][O:42][CH2:43]Cl. Product: [C:3]([O:7][C:8]([N:10]1[CH2:16][CH2:15][CH2:14][N:13]([C:17]2[N:25]([CH2:26][C:27]3[CH:32]=[CH:31][CH:30]=[CH:29][CH:28]=3)[C:24]3[C:23](=[O:33])[N:22]([CH2:43][O:42][CH2:41][CH2:40][Si:39]([CH3:46])([CH3:45])[CH3:38])[C:21](=[O:34])[N:20]([CH3:35])[C:19]=3[C:18]=2[C:36]#[N:37])[CH2:12][CH2:11]1)=[O:9])([CH3:6])([CH3:4])[CH3:5]. The catalyst class is: 44. (5) Reactant: [Br:1][C:2]1[CH:7]=[CH:6][N:5]2[C:8]([C:11]([O:13]CC)=[O:12])=[CH:9][N:10]=[C:4]2[CH:3]=1.O.[OH-].[Li+].O1CCCC1.C(O)C.O.O. Product: [Br:1][C:2]1[CH:7]=[CH:6][N:5]2[C:8]([C:11]([OH:13])=[O:12])=[CH:9][N:10]=[C:4]2[CH:3]=1. The catalyst class is: 4.